This data is from Reaction yield outcomes from USPTO patents with 853,638 reactions. The task is: Predict the reaction yield, written as a fraction of the theoretical maximum amount of product (1.0 means a 100% yield; for example, 0.34 means a 34% yield). (1) The reactants are [OH:1][CH2:2][CH:3]([CH2:5][OH:6])[OH:4].O.[C:8]1(C)[CH:13]=CC(S(O)(=O)=O)=C[CH:9]=1. The catalyst is CC(C)=O. The product is [CH3:9][C:8]1([CH3:13])[O:4][CH:3]([CH2:5][OH:6])[CH2:2][O:1]1. The yield is 0.910. (2) The reactants are [C:1]([C:3]1[CH:4]=[C:5]([C:22]2[CH:27]=[CH:26][C:25]([C:28]([OH:30])=O)=[CH:24][C:23]=2[F:31])[CH:6]=[CH:7][C:8]=1[O:9][CH2:10][CH:11]1[CH2:16][CH2:15][N:14]([CH2:17][C:18]([F:21])([CH3:20])[CH3:19])[CH2:13][CH2:12]1)#[N:2].[NH:32]1[CH2:37][CH2:36][CH2:35][C@@H:34]([OH:38])[CH2:33]1.C1C=CC2N(O)N=NC=2C=1.C(Cl)CCl.CCN(C(C)C)C(C)C. The catalyst is C(Cl)Cl.O. The product is [F:31][C:23]1[CH:24]=[C:25]([C:28]([N:32]2[CH2:37][CH2:36][CH2:35][C@@H:34]([OH:38])[CH2:33]2)=[O:30])[CH:26]=[CH:27][C:22]=1[C:5]1[CH:6]=[CH:7][C:8]([O:9][CH2:10][CH:11]2[CH2:16][CH2:15][N:14]([CH2:17][C:18]([F:21])([CH3:19])[CH3:20])[CH2:13][CH2:12]2)=[C:3]([C:1]#[N:2])[CH:4]=1. The yield is 0.460. (3) The yield is 0.870. The product is [Cl:1][C:2]1[N:3]=[CH:4][C:5]([C:8]([N:16]([CH2:15][C:14]2[CH:28]=[CH:29][C:30]([O:32][CH3:33])=[CH:31][C:13]=2[O:12][CH3:11])[CH2:17][C:18]2[CH:23]=[CH:22][C:21]([O:24][CH3:25])=[CH:20][C:19]=2[O:26][CH3:27])=[O:9])=[N:6][CH:7]=1. The catalyst is O1CCCC1.C(OCC)(=O)C. The reactants are [Cl:1][C:2]1[N:3]=[CH:4][C:5]([C:8](Cl)=[O:9])=[N:6][CH:7]=1.[CH3:11][O:12][C:13]1[CH:31]=[C:30]([O:32][CH3:33])[CH:29]=[CH:28][C:14]=1[CH2:15][NH:16][CH2:17][C:18]1[CH:23]=[CH:22][C:21]([O:24][CH3:25])=[CH:20][C:19]=1[O:26][CH3:27].C(N(CC)CC)C.